This data is from Reaction yield outcomes from USPTO patents with 853,638 reactions. The task is: Predict the reaction yield, written as a fraction of the theoretical maximum amount of product (1.0 means a 100% yield; for example, 0.34 means a 34% yield). (1) The reactants are [CH2:1]([C@@H:8]1[NH:13][CH2:12][CH2:11][N:10]([C:14]2[CH:19]=[CH:18][C:17]([O:20][CH3:21])=[C:16]([O:22][CH:23]3[CH2:26][CH2:25][CH2:24]3)[CH:15]=2)[CH2:9]1)[C:2]1[CH:7]=[CH:6][CH:5]=[CH:4][CH:3]=1.C[O:28][C:29](=O)[CH2:30][C:31]1[CH:32]=[N:33][NH:34][CH:35]=1. No catalyst specified. The product is [CH2:1]([C@H:8]1[CH2:9][N:10]([C:14]2[CH:19]=[CH:18][C:17]([O:20][CH3:21])=[C:16]([O:22][CH:23]3[CH2:26][CH2:25][CH2:24]3)[CH:15]=2)[CH2:11][CH2:12][N:13]1[C:29](=[O:28])[CH2:30][C:31]1[CH:32]=[N:33][NH:34][CH:35]=1)[C:2]1[CH:3]=[CH:4][CH:5]=[CH:6][CH:7]=1. The yield is 0.140. (2) The reactants are [F:1][C:2]1[C:10]2[O:9][C:8]([C:11]3[CH:12]=[N:13][N:14]([CH2:16][C:17]4[CH:22]=[CH:21][C:20]([O:23][CH3:24])=[CH:19][CH:18]=4)[CH:15]=3)=[C:7](I)[C:6]=2[CH:5]=[CH:4][C:3]=1[O:26][CH3:27].[CH3:28][O:29][C:30]1[CH:31]=[C:32](B(O)O)[CH:33]=[C:34]([O:38][CH3:39])[C:35]=1[O:36][CH3:37].[C:43]([O-])([O-])=[O:44].[K+].[K+]. The catalyst is C1(OC)C=CC=CC=1.Cl[Pd](Cl)([P](C1C=CC=CC=1)(C1C=CC=CC=1)C1C=CC=CC=1)[P](C1C=CC=CC=1)(C1C=CC=CC=1)C1C=CC=CC=1. The product is [F:1][C:2]1[C:10]2[O:9][C:8]([C:11]3[CH:12]=[N:13][N:14]([CH2:16][C:17]4[CH:22]=[CH:21][C:20]([O:23][CH3:24])=[CH:19][CH:18]=4)[CH:15]=3)=[C:7]([C:43](=[O:44])[C:32]3[CH:31]=[C:30]([O:29][CH3:28])[C:35]([O:36][CH3:37])=[C:34]([O:38][CH3:39])[CH:33]=3)[C:6]=2[CH:5]=[CH:4][C:3]=1[O:26][CH3:27]. The yield is 0.502. (3) The reactants are [F:1][CH2:2][C:3]1[N:4]([C:9]2[C:18]3[C:13](=[CH:14][CH:15]=[CH:16][CH:17]=3)[C:12]([CH3:19])=[CH:11][CH:10]=2)[C:5]([SH:8])=[N:6][N:7]=1.C([O-])([O-])=O.[K+].[K+].Cl[CH2:27][C:28]([NH:30][C:31]1[CH:36]=[CH:35][C:34]([S:37](=[O:40])(=[O:39])[NH2:38])=[CH:33][C:32]=1[CH3:41])=[O:29].O. The catalyst is CN(C=O)C. The product is [F:1][CH2:2][C:3]1[N:4]([C:9]2[C:18]3[C:13](=[CH:14][CH:15]=[CH:16][CH:17]=3)[C:12]([CH3:19])=[CH:11][CH:10]=2)[C:5]([S:8][CH2:27][C:28]([NH:30][C:31]2[CH:36]=[CH:35][C:34]([S:37](=[O:40])(=[O:39])[NH2:38])=[CH:33][C:32]=2[CH3:41])=[O:29])=[N:6][N:7]=1. The yield is 0.500. (4) The reactants are [OH:1][CH2:2][CH2:3][NH:4][C:5](=[O:11])[O:6][C:7]([CH3:10])([CH3:9])[CH3:8].[CH3:12][S:13](Cl)(=[O:15])=[O:14].O. The catalyst is C(Cl)Cl. The product is [CH3:12][S:13]([O:1][CH2:2][CH2:3][NH:4][C:5](=[O:11])[O:6][C:7]([CH3:8])([CH3:10])[CH3:9])(=[O:15])=[O:14]. The yield is 0.840. (5) The reactants are [O:1]1[C:5]([C:6]2[CH:13]=[CH:12][C:9]([C:10]#[N:11])=[CH:8][CH:7]=2)=[CH:4][N:3]=[CH:2]1.[BH4-].[Na+].O.N. The catalyst is CO.O.O.O.O.O.O.[Co](Cl)Cl. The product is [O:1]1[C:5]([C:6]2[CH:7]=[CH:8][C:9]([CH2:10][NH2:11])=[CH:12][CH:13]=2)=[CH:4][N:3]=[CH:2]1. The yield is 0.630.